Dataset: Reaction yield outcomes from USPTO patents with 853,638 reactions. Task: Predict the reaction yield, written as a fraction of the theoretical maximum amount of product (1.0 means a 100% yield; for example, 0.34 means a 34% yield). (1) The reactants are Cl[C:2]1[CH:3]=[CH:4][C:5]2[O:14][CH2:13][CH2:12][C:11]3[CH:10]=[C:9]([C:15]4[N:16]([C:20]5[CH:25]=[CH:24][C:23]([F:26])=[CH:22][C:21]=5[F:27])[N:17]=[CH:18][N:19]=4)[S:8][C:7]=3[C:6]=2[N:28]=1.[CH3:29][N:30]([CH3:34])[CH2:31][C:32]#[CH:33].C([O-])([O-])=O.[K+].[K+].C1(P(C2C=CC=CC=2)CCCP(C2C=CC=CC=2)C2C=CC=CC=2)C=CC=CC=1. The yield is 0.950. The catalyst is CN(C=O)C.[Cu]I.CC([O-])=O.CC([O-])=O.[Pd+2].O. The product is [F:27][C:21]1[CH:22]=[C:23]([F:26])[CH:24]=[CH:25][C:20]=1[N:16]1[C:15]([C:9]2[S:8][C:7]3[C:6]4[N:28]=[C:2]([C:33]#[C:32][CH2:31][N:30]([CH3:34])[CH3:29])[CH:3]=[CH:4][C:5]=4[O:14][CH2:13][CH2:12][C:11]=3[CH:10]=2)=[N:19][CH:18]=[N:17]1. (2) The catalyst is C1COCC1. The reactants are [Cl:1][C:2]1[CH:7]=[C:6]([Cl:8])[N:5]=[CH:4][N:3]=1.[Li+].[Cl-].[I:11]I. The product is [Cl:1][C:2]1[C:7]([I:11])=[C:6]([Cl:8])[N:5]=[CH:4][N:3]=1. The yield is 0.830. (3) The reactants are O=[C:2]([CH3:8])[CH2:3][CH2:4][C:5]([OH:7])=[O:6].Cl.[F:10][C:11]1[CH:16]=[CH:15][C:14]([NH:17]N)=[CH:13][CH:12]=1.S(=O)(=O)(O)O.[CH3:24]O. No catalyst specified. The product is [F:10][C:11]1[CH:16]=[C:15]2[C:14](=[CH:13][CH:12]=1)[NH:17][C:2]([CH3:8])=[C:3]2[CH2:4][C:5]([O:7][CH3:24])=[O:6]. The yield is 0.840. (4) The reactants are [F:1][C:2]1[CH:7]=[CH:6][C:5]([C:8]2[O:9][C:10]3[CH:20]=[C:19]([N:21]([CH3:26])[S:22]([CH3:25])(=[O:24])=[O:23])[C:18]([CH:27]4[CH2:32][N:31]([CH3:33])[CH2:30][CH:29]([C:34](O)=[O:35])[CH2:28]4)=[CH:17][C:11]=3[C:12]=2[C:13](=[O:16])[NH:14][CH3:15])=[CH:4][CH:3]=1.C1C=CC2N(O)N=NC=2C=1.CCN=C=NCCCN(C)C.Cl.Cl.[NH2:60][C:61]1[C:66]([F:67])=[CH:65][CH:64]=[CH:63][C:62]=1[OH:68]. The catalyst is CN(C=O)C.O. The product is [F:67][C:66]1[CH:65]=[CH:64][CH:63]=[C:62]([OH:68])[C:61]=1[NH:60][C:34]([CH:29]1[CH2:28][CH:27]([C:18]2[C:19]([N:21]([CH3:26])[S:22]([CH3:25])(=[O:24])=[O:23])=[CH:20][C:10]3[O:9][C:8]([C:5]4[CH:4]=[CH:3][C:2]([F:1])=[CH:7][CH:6]=4)=[C:12]([C:13](=[O:16])[NH:14][CH3:15])[C:11]=3[CH:17]=2)[CH2:32][N:31]([CH3:33])[CH2:30]1)=[O:35]. The yield is 0.660. (5) The reactants are CS[C:3]1[NH:8][C:7](=[O:9])[CH:6]=[CH:5][N:4]=1.[Cl:10][C:11]1[CH:12]=[C:13]([CH:15]=[CH:16][CH:17]=1)[NH2:14]. The catalyst is COCCOCCOC. The product is [Cl:10][C:11]1[CH:12]=[C:13]([NH:14][C:3]2[NH:8][C:7](=[O:9])[CH:6]=[CH:5][N:4]=2)[CH:15]=[CH:16][CH:17]=1. The yield is 0.660. (6) The yield is 0.990. No catalyst specified. The product is [NH2:37][CH2:36][C:33]1[CH:34]=[C:35]2[C:30](=[CH:31][CH:32]=1)[NH:29][CH:28]=[C:27]2[CH2:26][C:25]([NH:24][C@H:14]([C:9]1[C:8]([C:5]2[CH:4]=[CH:3][C:2]([Cl:1])=[CH:7][CH:6]=2)=[CH:13][CH:12]=[CH:11][N:10]=1)[CH2:15][C:16]1[CH:17]=[C:18]([F:23])[CH:19]=[C:20]([F:22])[CH:21]=1)=[O:45]. The reactants are [Cl:1][C:2]1[CH:7]=[CH:6][C:5]([C:8]2[C:9]([C@@H:14]([NH:24][C:25](=[O:45])[CH2:26][C:27]3[C:35]4[C:30](=[CH:31][CH:32]=[C:33]([CH2:36][NH:37]C(=O)OC(C)(C)C)[CH:34]=4)[NH:29][CH:28]=3)[CH2:15][C:16]3[CH:21]=[C:20]([F:22])[CH:19]=[C:18]([F:23])[CH:17]=3)=[N:10][CH:11]=[CH:12][CH:13]=2)=[CH:4][CH:3]=1.C(O)(C(F)(F)F)=O.C(Cl)Cl.